Dataset: Reaction yield outcomes from USPTO patents with 853,638 reactions. Task: Predict the reaction yield, written as a fraction of the theoretical maximum amount of product (1.0 means a 100% yield; for example, 0.34 means a 34% yield). (1) The reactants are I[C:2]1[S:6][C:5]([C:7]2[CH:15]=[C:14]3[C:10]([CH2:11][N:12]([CH3:17])[C:13]3=[O:16])=[CH:9][CH:8]=2)=[CH:4][CH:3]=1.CC1(C)C(C)(C)OB([C:26]2[CH:27]=[C:28]([NH:32][C:33](=[O:39])[O:34][C:35]([CH3:38])([CH3:37])[CH3:36])[CH:29]=[N:30][CH:31]=2)O1. No catalyst specified. The product is [CH3:17][N:12]1[C:13](=[O:16])[C:14]2[C:10](=[CH:9][CH:8]=[C:7]([C:5]3[S:6][C:2]([C:26]4[CH:27]=[C:28]([NH:32][C:33](=[O:39])[O:34][C:35]([CH3:37])([CH3:36])[CH3:38])[CH:29]=[N:30][CH:31]=4)=[CH:3][CH:4]=3)[CH:15]=2)[CH2:11]1. The yield is 0.760. (2) The yield is 0.650. The catalyst is CCOC(C)=O.[Pd]. The product is [NH2:20][C:13]1[C:14]2[O:18][CH:17]([CH3:19])[CH2:16][C:15]=2[C:10]2[C:9]([C:24]([NH:26][CH3:27])=[O:25])=[C:8]([C:5]3[CH:4]=[CH:3][C:2]([F:1])=[CH:7][CH:6]=3)[O:23][C:11]=2[CH:12]=1. The reactants are [F:1][C:2]1[CH:7]=[CH:6][C:5]([C:8]2[O:23][C:11]3[CH:12]=[C:13]([N+:20]([O-])=O)[C:14]4[O:18][CH:17]([CH3:19])[CH2:16][C:15]=4[C:10]=3[C:9]=2[C:24]([NH:26][CH3:27])=[O:25])=[CH:4][CH:3]=1. (3) The reactants are [OH:1]/[N:2]=[C:3](\Cl)/[C:4]1[CH:15]=[CH:14][C:7]2[B:8]([OH:13])[O:9][C:10]([CH3:12])([CH3:11])[C:6]=2[CH:5]=1.[Cl:17][C:18]1[CH:23]=[CH:22][C:21]([C:24]([C:26]([F:29])([F:28])[F:27])=[CH2:25])=[CH:20][C:19]=1[Cl:30].CC(=O)OCC. The catalyst is CN(C=O)C. The product is [Cl:30][C:19]1[CH:20]=[C:21]([C:24]2([C:26]([F:29])([F:27])[F:28])[O:1][N:2]=[C:3]([C:4]3[CH:15]=[CH:14][C:7]4[B:8]([OH:13])[O:9][C:10]([CH3:12])([CH3:11])[C:6]=4[CH:5]=3)[CH2:25]2)[CH:22]=[CH:23][C:18]=1[Cl:17]. The yield is 0.244.